Dataset: Full USPTO retrosynthesis dataset with 1.9M reactions from patents (1976-2016). Task: Predict the reactants needed to synthesize the given product. (1) Given the product [ClH:22].[Cl:22][C:16]1[CH:17]=[C:18]([F:21])[CH:19]=[CH:20][C:15]=1[O:14][CH:11]1[CH2:10][CH2:9][NH:8][CH2:13][CH2:12]1, predict the reactants needed to synthesize it. The reactants are: C(OC([N:8]1[CH2:13][CH2:12][CH:11]([O:14][C:15]2[CH:20]=[CH:19][C:18]([F:21])=[CH:17][C:16]=2[Cl:22])[CH2:10][CH2:9]1)=O)(C)(C)C.Cl. (2) Given the product [F:71][C:62]1[CH:63]=[C:64]([CH:69]=[CH:70][C:61]=1[N:5]1[CH2:6][CH2:7][N:2]([CH3:1])[CH2:3][CH2:4]1)[C:65]([O:67][CH3:68])=[O:66], predict the reactants needed to synthesize it. The reactants are: [CH3:1][N:2]1[CH2:7][CH2:6][NH:5][CH2:4][CH2:3]1.C1C=CC(P(C2C(C3C(P(C4C=CC=CC=4)C4C=CC=CC=4)=CC=C4C=3C=CC=C4)=C3C(C=CC=C3)=CC=2)C2C=CC=CC=2)=CC=1.C(=O)([O-])[O-].[Cs+].[Cs+].Br[C:61]1[CH:70]=[CH:69][C:64]([C:65]([O:67][CH3:68])=[O:66])=[CH:63][C:62]=1[F:71]. (3) The reactants are: [F:1][C:2]1[CH:21]=[CH:20][C:5]([CH2:6][N:7]2[C:11]3[CH:12]=[N:13][C:14]([C:16]([O:18]C)=O)=[CH:15][C:10]=3[N:9]=[CH:8]2)=[CH:4][CH:3]=1.F[C:23]1[CH:42]=[CH:41][C:26]([CH2:27]N2C3C=C(C(OC)=O)N=CC=3N=C2)=[CH:25][CH:24]=1.[NH:43]1C2C=C(C(OC)=O)N=CC=2N=C1.FC1C=CC(CBr)=CC=1.[Li+].[OH-:66]. Given the product [CH2:27]([O:66][NH:43][C:16]([C:14]1[N:13]=[CH:12][C:11]2[N:7]([CH2:6][C:5]3[CH:4]=[CH:3][C:2]([F:1])=[CH:21][CH:20]=3)[CH:8]=[N:9][C:10]=2[CH:15]=1)=[O:18])[C:26]1[CH:41]=[CH:42][CH:23]=[CH:24][CH:25]=1, predict the reactants needed to synthesize it.